From a dataset of Full USPTO retrosynthesis dataset with 1.9M reactions from patents (1976-2016). Predict the reactants needed to synthesize the given product. (1) Given the product [F:1][C:2]1[CH:3]=[C:4]([CH:15]=[CH:16][C:17]=1[F:18])[O:5][C:6]1[CH:13]=[CH:12][C:9]([CH2:10][NH2:19])=[CH:8][C:7]=1[F:14], predict the reactants needed to synthesize it. The reactants are: [F:1][C:2]1[CH:3]=[C:4]([CH:15]=[CH:16][C:17]=1[F:18])[O:5][C:6]1[CH:13]=[CH:12][C:9]([CH:10]=O)=[CH:8][C:7]=1[F:14].[NH3:19].[BH4-].[Na+]. (2) Given the product [CH3:1][O:2][CH:3]1[CH2:8][CH2:7][CH:6]([C:9]2[NH:10][C:11]([C:15]3[CH:16]=[C:17]([CH:22]=[CH:23][C:24]=3[CH3:25])[C:18]([OH:20])=[O:19])=[C:12]([CH3:14])[N:13]=2)[CH2:5][CH2:4]1, predict the reactants needed to synthesize it. The reactants are: [CH3:1][O:2][CH:3]1[CH2:8][CH2:7][CH:6]([C:9]2[NH:10][C:11]([C:15]3[CH:16]=[C:17]([CH:22]=[CH:23][C:24]=3[CH3:25])[C:18]([O:20]C)=[O:19])=[C:12]([CH3:14])[N:13]=2)[CH2:5][CH2:4]1.[OH-].[Na+]. (3) Given the product [CH2:26]([C:25]1[C:24](=[O:33])[O:23][C@H:11]([CH2:12][CH2:13][CH2:14][CH2:15][CH2:16][CH2:17][CH2:18][CH2:19][CH2:20][CH2:21][CH3:22])[CH2:10][C:9]=1[OH:34])[CH2:27][CH2:28][CH2:29][CH2:30][CH3:31], predict the reactants needed to synthesize it. The reactants are: C([Mg]Cl)(C)(C)C.CO[C:9](=[O:34])[CH2:10][C@H:11]([O:23][C:24](=[O:33])[CH:25](Br)[CH2:26][CH2:27][CH2:28][CH2:29][CH2:30][CH3:31])[CH2:12][CH2:13][CH2:14][CH2:15][CH2:16][CH2:17][CH2:18][CH2:19][CH2:20][CH2:21][CH3:22].C([Mg]Cl)(C)(C)C.C1COCC1. (4) Given the product [CH3:29][C:24]1[CH:23]=[C:22]([CH:27]=[CH:26][C:25]=1[OH:28])[NH:21][C:3]1[C:12]2[C:7](=[CH:8][CH:9]=[CH:10][C:11]=2[O:13][CH:14]2[CH2:19][CH2:18][N:17]([CH3:20])[CH2:16][CH2:15]2)[N:6]=[CH:5][N:4]=1, predict the reactants needed to synthesize it. The reactants are: Cl.Cl[C:3]1[C:12]2[C:7](=[CH:8][CH:9]=[CH:10][C:11]=2[O:13][CH:14]2[CH2:19][CH2:18][N:17]([CH3:20])[CH2:16][CH2:15]2)[N:6]=[CH:5][N:4]=1.[NH2:21][C:22]1[CH:27]=[CH:26][C:25]([OH:28])=[C:24]([CH3:29])[CH:23]=1. (5) Given the product [Br:1][C:2]1[N:6]([C@@H:7]2[O:24][CH2:23][C@@H:18]([OH:19])[C@@H:13]([OH:14])[C@H:8]2[OH:9])[C:5]2[CH:25]=[C:26]([S:30][CH3:31])[C:27]([Cl:29])=[CH:28][C:4]=2[N:3]=1, predict the reactants needed to synthesize it. The reactants are: [Br:1][C:2]1[N:6]([C@@H:7]2[O:24][CH2:23][C@@H:18]([O:19]C(=O)C)[C@@H:13]([O:14]C(=O)C)[C@H:8]2[O:9]C(=O)C)[C:5]2[CH:25]=[C:26]([S:30][CH3:31])[C:27]([Cl:29])=[CH:28][C:4]=2[N:3]=1.C(=O)([O-])[O-].[Na+].[Na+]. (6) Given the product [CH3:1][O:2][C:3]1[CH:4]=[C:5]2[C:10](=[CH:11][CH:12]=1)[NH:9][CH:8]([C:13]1[CH:18]=[CH:17][CH:16]=[C:15]([O:19][CH3:20])[CH:14]=1)[CH2:7][CH2:6]2, predict the reactants needed to synthesize it. The reactants are: [CH3:1][O:2][C:3]1[CH:4]=[C:5]2[C:10](=[CH:11][CH:12]=1)[N:9]=[C:8]([C:13]1[CH:18]=[CH:17][CH:16]=[C:15]([O:19][CH3:20])[CH:14]=1)[CH:7]=[CH:6]2.[BH4-].[Na+]. (7) Given the product [Cl:1][C:2]1[CH:9]=[CH:8][C:5]([CH:6]([C:15]2[CH:17]=[CH:6][C:5]([CH2:8][O:13][CH3:11])=[CH:4][CH:14]=2)[OH:7])=[CH:4][CH:3]=1, predict the reactants needed to synthesize it. The reactants are: [Cl:1][C:2]1[CH:9]=[CH:8][C:5]([CH:6]=[O:7])=[CH:4][CH:3]=1.O.[C:11](=[O:13])=O.[CH3:14][C:15]([CH3:17])=O. (8) The reactants are: [N:1]([CH2:4][CH:5]1[CH2:10][CH2:9][C:8]2[C:11]3[C:16]([NH:17][C:18]4[CH:19]=[C:20]5[C:24](=[CH:25][CH:26]=4)[NH:23][N:22]=[CH:21]5)=[N:15][CH:14]=[N:13][C:12]=3[S:27][C:7]=2[CH2:6]1)=[N+]=[N-].C1(P(C2C=CC=CC=2)C2C=CC=CC=2)C=CC=CC=1.N. Given the product [NH2:1][CH2:4][CH:5]1[CH2:10][CH2:9][C:8]2[C:11]3[C:16]([NH:17][C:18]4[CH:19]=[C:20]5[C:24](=[CH:25][CH:26]=4)[NH:23][N:22]=[CH:21]5)=[N:15][CH:14]=[N:13][C:12]=3[S:27][C:7]=2[CH2:6]1, predict the reactants needed to synthesize it. (9) Given the product [C:1]1([C:7]2[CH:14]=[C:11]([C:12]3[S:42][C:41]([NH2:43])=[N:40][N:13]=3)[CH:10]=[N:9][C:8]=2[C:15]2[CH:20]=[CH:19][C:18]([CH2:21][N:22]3[CH2:27][CH2:26][CH:25]([C:28]4[CH:32]=[C:31]([C:33]5[CH:34]=[CH:35][N:36]=[CH:37][CH:38]=5)[NH:30][N:29]=4)[CH2:24][CH2:23]3)=[CH:17][CH:16]=2)[CH:6]=[CH:5][CH:4]=[CH:3][CH:2]=1, predict the reactants needed to synthesize it. The reactants are: [C:1]1([C:7]2[C:8]([C:15]3[CH:20]=[CH:19][C:18]([CH2:21][N:22]4[CH2:27][CH2:26][CH:25]([C:28]5[CH:32]=[C:31]([C:33]6[CH:38]=[CH:37][N:36]=[CH:35][CH:34]=6)[NH:30][N:29]=5)[CH2:24][CH2:23]4)=[CH:17][CH:16]=3)=[N:9][CH:10]=[C:11]([CH:14]=2)[C:12]#[N:13])[CH:6]=[CH:5][CH:4]=[CH:3][CH:2]=1.N[NH:40][C:41]([NH2:43])=[S:42].C(=O)(O)[O-].[Na+]. (10) Given the product [CH:36]([C:63]1[CH:72]=[CH:71][C:70]2[C:65](=[CH:66][CH:67]=[C:68]([C:73]3[N:77]([CH:78]4[CH2:83][CH2:82][CH2:81][CH2:80][CH2:79]4)[C:76]4[CH:84]=[CH:85][C:86]([C:88]([OH:90])=[O:89])=[CH:87][C:75]=4[N:74]=3)[CH:69]=2)[N:64]=1)([C:31]1[CH:26]=[CH:35][CH:34]=[CH:33][CH:32]=1)[C:37]1[CH:38]=[CH:39][CH:40]=[CH:41][CH:42]=1, predict the reactants needed to synthesize it. The reactants are: C(OC(=O)C1C=CC(NC2CCCCC2)=C(NC(C2C=C3C(=CC=2)N=[C:26]([C:31]2[C:36]([C:37]4[CH:42]=[CH:41][C:40](Cl)=[CH:39][CH:38]=4)=[CH:35][CH:34]=[C:33](C(N4CCCC4)=O)[CH:32]=2)C=C3)=O)C=1)C.ClC1C=CC(C2C([C:63]3[CH:72]=[CH:71][C:70]4[C:65](=[CH:66][CH:67]=[C:68]([C:73]5[N:77]([CH:78]6[CH2:83][CH2:82][CH2:81][CH2:80][CH2:79]6)[C:76]6[CH:84]=[CH:85][C:86]([C:88]([OH:90])=[O:89])=[CH:87][C:75]=6[N:74]=5)[CH:69]=4)[N:64]=3)=CC(C(N3CCCC3)=O)=CC=2)=CC=1.C1(C(C2C=CC=CC=2)C(C)=O)C=CC=CC=1.C(C1C=CC=CC=1)(=O)C.